From a dataset of Full USPTO retrosynthesis dataset with 1.9M reactions from patents (1976-2016). Predict the reactants needed to synthesize the given product. (1) Given the product [Cl:23][C:24]1[CH:29]=[CH:28][C:27]([NH:30][C:31]([NH:1][C:2]2[CH:7]=[CH:6][C:5]([CH:8]3[CH2:22][N:12]4[C:13](=[O:21])[NH:14][C:15]5[CH:16]=[CH:17][CH:18]=[CH:19][C:20]=5[C:11]4=[N:10][CH2:9]3)=[CH:4][CH:3]=2)=[O:32])=[CH:26][C:25]=1[C:33]([F:34])([F:35])[F:36], predict the reactants needed to synthesize it. The reactants are: [NH2:1][C:2]1[CH:7]=[CH:6][C:5]([CH:8]2[CH2:22][N:12]3[C:13](=[O:21])[NH:14][C:15]4[CH:16]=[CH:17][CH:18]=[CH:19][C:20]=4[C:11]3=[N:10][CH2:9]2)=[CH:4][CH:3]=1.[Cl:23][C:24]1[CH:29]=[CH:28][C:27]([N:30]=[C:31]=[O:32])=[CH:26][C:25]=1[C:33]([F:36])([F:35])[F:34]. (2) Given the product [CH3:14][C:15]1[C:24]2[O:23][CH:22]([CH2:25][NH2:27])[CH2:21][NH:20][C:19]=2[CH:18]=[CH:17][CH:16]=1, predict the reactants needed to synthesize it. The reactants are: FC1C2OC(CN)CNC=2C=CC=1.[CH3:14][C:15]1[C:24]2[O:23][CH:22]([C:25]([NH2:27])=O)[CH2:21][NH:20][C:19]=2[CH:18]=[CH:17][CH:16]=1. (3) Given the product [CH3:1][O:2][C:3](=[O:21])[CH2:4][C:5]1[CH:6]=[C:7]([C:30]2[CH:31]=[C:32]([C:33]#[N:34])[CH:35]=[CH:36][C:29]=2[O:28][CH2:27][O:26][CH2:25][CH2:24][O:23][CH3:22])[C:8]([O:13][CH2:14][O:15][CH2:16][CH2:17][O:18][CH3:19])=[C:9]([CH:11]=[O:12])[CH:10]=1, predict the reactants needed to synthesize it. The reactants are: [CH3:1][O:2][C:3](=[O:21])[CH2:4][C:5]1[CH:10]=[C:9]([CH:11]=[O:12])[C:8]([O:13][CH2:14][O:15][CH2:16][CH2:17][O:18][CH3:19])=[C:7](Br)[CH:6]=1.[CH3:22][O:23][CH2:24][CH2:25][O:26][CH2:27][O:28][C:29]1[CH:36]=[CH:35][C:32]([C:33]#[N:34])=[CH:31][C:30]=1B1OC(C)(C)C(C)(C)O1. (4) Given the product [CH2:1]([CH:8]1[C:14]2[CH:15]=[C:16]([O:19][CH3:20])[CH:17]=[CH:18][C:13]=2[CH2:12][CH2:11][CH2:10][NH:9]1)[C:2]1[CH:3]=[CH:4][CH:5]=[CH:6][CH:7]=1, predict the reactants needed to synthesize it. The reactants are: [CH2:1]([CH:8]1[C:14]2[CH:15]=[C:16]([O:19][CH3:20])[CH:17]=[CH:18][C:13]=2[CH2:12][CH2:11][C:10](=O)[NH:9]1)[C:2]1[CH:7]=[CH:6][CH:5]=[CH:4][CH:3]=1.O.